From a dataset of Catalyst prediction with 721,799 reactions and 888 catalyst types from USPTO. Predict which catalyst facilitates the given reaction. (1) Reactant: [NH2:1][C:2]1[C:7]2[CH2:8][C:9]([CH3:12])([CH3:11])[O:10][C:6]=2[C:5]([C:13]([O:15][CH3:16])=[O:14])=[CH:4][C:3]=1[NH2:17].O.[N:19]#[C:20]Br. Product: [NH2:19][C:20]1[NH:1][C:2]2[C:7]3[CH2:8][C:9]([CH3:12])([CH3:11])[O:10][C:6]=3[C:5]([C:13]([O:15][CH3:16])=[O:14])=[CH:4][C:3]=2[N:17]=1. The catalyst class is: 8. (2) Reactant: [CH2:1]([N:9]1[C:17]([C:18](OC)=[O:19])=[N:16][C:15]2[C:10]1=[N:11][CH:12]=[N:13][C:14]=2[NH2:22])[CH2:2][C:3]1[CH:8]=[CH:7][CH:6]=[CH:5][CH:4]=1.[H-].[Al+3].[Li+].[H-].[H-].[H-]. Product: [CH2:1]([N:9]1[C:17]([CH2:18][OH:19])=[N:16][C:15]2[C:10]1=[N:11][CH:12]=[N:13][C:14]=2[NH2:22])[CH2:2][C:3]1[CH:4]=[CH:5][CH:6]=[CH:7][CH:8]=1. The catalyst class is: 7. (3) Reactant: [C:1]([NH:20][CH2:21][C:22](O)=[O:23])([C:14]1[CH:19]=[CH:18][CH:17]=[CH:16][CH:15]=1)([C:8]1[CH:13]=[CH:12][CH:11]=[CH:10][CH:9]=1)[C:2]1[CH:7]=[CH:6][CH:5]=[CH:4][CH:3]=1.[NH2:25][C:26]1[C:35]2[C:30](=[CH:31][CH:32]=[C:33]([NH:36][C:37]([C@@H:39]3[CH2:43][CH2:42][CH2:41][NH:40]3)=[O:38])[CH:34]=2)[N:29]=[CH:28][N:27]=1.C1C=CC2N(O)N=NC=2C=1.CN1CCOCC1.C(Cl)CCl. Product: [NH2:25][C:26]1[C:35]2[C:30](=[CH:31][CH:32]=[C:33]([NH:36][C:37]([C@@H:39]3[CH2:43][CH2:42][CH2:41][N:40]3[C:22](=[O:23])[CH2:21][NH:20][C:1]([C:2]3[CH:7]=[CH:6][CH:5]=[CH:4][CH:3]=3)([C:14]3[CH:19]=[CH:18][CH:17]=[CH:16][CH:15]=3)[C:8]3[CH:13]=[CH:12][CH:11]=[CH:10][CH:9]=3)=[O:38])[CH:34]=2)[N:29]=[CH:28][N:27]=1. The catalyst class is: 9. (4) Reactant: C([O:3][C:4](=[O:12])[C:5]1[CH:10]=[CH:9][CH:8]=[C:7]([NH2:11])[CH:6]=1)C.Cl[CH2:14][C:15]([N:17]=[C:18]=[O:19])=[O:16].C1CCN2C(=NCCC2)CC1. Product: [O:19]=[C:18]1[NH:17][C:15](=[O:16])[CH2:14][N:11]1[C:7]1[CH:6]=[C:5]([CH:10]=[CH:9][CH:8]=1)[C:4]([OH:3])=[O:12]. The catalyst class is: 12. (5) Reactant: [C:1]([O:5][C:6]([NH:8][CH:9]([C:11]1[C:20]([C:21]2[CH:26]=[CH:25][CH:24]=[CH:23][N:22]=2)=[C:19]([C:27](O)=[O:28])[C:18]2[C:13](=[CH:14][CH:15]=[C:16]([F:30])[CH:17]=2)[N:12]=1)[CH3:10])=[O:7])([CH3:4])([CH3:3])[CH3:2].[C:31]([NH:34][NH2:35])(=[O:33])[CH3:32].Cl.CN(C)CCCN=C=NCC.N1C2C(=NC=CC=2)N(O)N=1.C(=O)(O)[O-].[Na+]. Product: [C:31]([NH:34][NH:35][C:27]([C:19]1[C:18]2[C:13](=[CH:14][CH:15]=[C:16]([F:30])[CH:17]=2)[N:12]=[C:11]([CH:9]([NH:8][C:6](=[O:7])[O:5][C:1]([CH3:2])([CH3:3])[CH3:4])[CH3:10])[C:20]=1[C:21]1[CH:26]=[CH:25][CH:24]=[CH:23][N:22]=1)=[O:28])(=[O:33])[CH3:32]. The catalyst class is: 59. (6) Reactant: [ClH:1].[OH:2][C:3]([C:34]1[CH:39]=[CH:38][CH:37]=[CH:36][CH:35]=1)([C:28]1[CH:33]=[CH:32][CH:31]=[CH:30][CH:29]=1)[CH:4]1[CH2:9][CH2:8][N:7]([CH2:10][CH2:11][CH2:12][C:13]([C:15]2[CH:20]=[CH:19][C:18]([C:21]([CH3:27])([CH3:26])[C:22]([O:24][CH3:25])=[O:23])=[CH:17][CH:16]=2)=[O:14])[CH2:6][CH2:5]1.[BH4-].[Na+].[OH-].[Na+].Cl. Product: [ClH:1].[OH:2][C:3]([C:28]1[CH:33]=[CH:32][CH:31]=[CH:30][CH:29]=1)([C:34]1[CH:39]=[CH:38][CH:37]=[CH:36][CH:35]=1)[CH:4]1[CH2:9][CH2:8][N:7]([CH2:10][CH2:11][CH2:12][CH:13]([C:15]2[CH:20]=[CH:19][C:18]([C:21]([CH3:27])([CH3:26])[C:22]([O:24][CH3:25])=[O:23])=[CH:17][CH:16]=2)[OH:14])[CH2:6][CH2:5]1. The catalyst class is: 5.